This data is from Forward reaction prediction with 1.9M reactions from USPTO patents (1976-2016). The task is: Predict the product of the given reaction. (1) The product is: [F:1][C:2]1[C:7]([F:8])=[C:6]([F:9])[CH:5]=[CH:4][C:3]=1[NH:10][CH:14]([CH3:16])[C:13]([O:18][CH2:19][CH3:28])=[O:17]. Given the reactants [F:1][C:2]1[C:7]([F:8])=[C:6]([F:9])[CH:5]=[CH:4][C:3]=1[N+:10]([O-])=O.[C:13]([O:18][CH3:19])(=[O:17])[C:14]([CH3:16])=O.S([O-])([O-])(=O)=O.[Mg+2].[H][H].[CH2:28](O)C, predict the reaction product. (2) Given the reactants [CH3:1][S:2]([NH2:5])(=[O:4])=[O:3].C(Cl)CCl.[Br:10][C:11]1[CH:12]=[C:13]([CH:45]=[CH:46][CH:47]=1)[CH2:14][N:15]1[C:19]2[CH:20]=[CH:21][CH:22]=[CH:23][C:18]=2[N:17]([CH2:24][CH2:25][CH2:26][O:27][C:28]2[CH:29]=[C:30]([CH:34]=[CH:35][CH:36]=2)[C:31](O)=[O:32])[C:16]1=[N:37][C:38]([O:40][C:41]([CH3:44])([CH3:43])[CH3:42])=[O:39], predict the reaction product. The product is: [C:41]([O:40][C:38](=[O:39])[N:37]=[C:16]1[N:15]([CH2:14][C:13]2[CH:45]=[CH:46][CH:47]=[C:11]([Br:10])[CH:12]=2)[C:19]2[CH:20]=[CH:21][CH:22]=[CH:23][C:18]=2[N:17]1[CH2:24][CH2:25][CH2:26][O:27][C:28]1[CH:36]=[CH:35][CH:34]=[C:30]([C:31]([NH:5][S:2]([CH3:1])(=[O:4])=[O:3])=[O:32])[CH:29]=1)([CH3:44])([CH3:42])[CH3:43]. (3) Given the reactants [C:1]([O:9][CH2:10][C@@H:11]1[C:15]([O:17][C:18](=[O:20])[CH3:19])([CH3:16])[C@:14]([F:22])([CH3:21])[CH:13]([N:23]2[CH:31]=[N:30][C:29]3[C:24]2=[N:25][CH:26]=[N:27][C:28]=3Cl)[O:12]1)(=[O:8])[C:2]1[CH:7]=[CH:6][CH:5]=[CH:4][CH:3]=1.[CH:33]1([NH2:39])[CH2:38][CH2:37][CH2:36][CH2:35][CH2:34]1.O, predict the reaction product. The product is: [C:1]([O:9][CH2:10][C@@H:11]1[C:15]([O:17][C:18](=[O:20])[CH3:19])([CH3:16])[C@:14]([F:22])([CH3:21])[CH:13]([N:23]2[CH:31]=[N:30][C:29]3[C:24]2=[N:25][CH:26]=[N:27][C:28]=3[NH:39][CH:33]2[CH2:38][CH2:37][CH2:36][CH2:35][CH2:34]2)[O:12]1)(=[O:8])[C:2]1[CH:7]=[CH:6][CH:5]=[CH:4][CH:3]=1. (4) Given the reactants [Cl:1][C:2]1[CH:3]=[N:4][C:5]2[N:6]([N:8]=[C:9]([C:11]([OH:13])=O)[CH:10]=2)[CH:7]=1.[CH3:14][CH:15]1[CH2:20][C:19]([C:21]2[CH:26]=[CH:25][N:24]=[CH:23][CH:22]=2)=[CH:18][CH2:17][NH:16]1, predict the reaction product. The product is: [Cl:1][C:2]1[CH:3]=[N:4][C:5]2[N:6]([N:8]=[C:9]([C:11]([N:16]3[CH2:17][CH:18]=[C:19]([C:21]4[CH:22]=[CH:23][N:24]=[CH:25][CH:26]=4)[CH2:20][CH:15]3[CH3:14])=[O:13])[CH:10]=2)[CH:7]=1. (5) Given the reactants [Cl:1][C:2]1[CH:7]=[CH:6][C:5]([Cl:8])=[CH:4][C:3]=1[C:9]1[C:10]2[C:22](=[O:23])[CH2:21][CH2:20][C:11]=2[N:12]([CH2:16][C:17](O)=[O:18])[C:13](=[O:15])[CH:14]=1.[F:24][C:25]([F:39])([F:38])[C:26]1[N:30]=[C:29]([C:31]2[CH:37]=[CH:36][C:34]([NH2:35])=[CH:33][CH:32]=2)[NH:28][N:27]=1, predict the reaction product. The product is: [Cl:1][C:2]1[CH:7]=[CH:6][C:5]([Cl:8])=[CH:4][C:3]=1[C:9]1[C:10]2[C:22](=[O:23])[CH2:21][CH2:20][C:11]=2[N:12]([CH2:16][C:17]([NH:35][C:34]2[CH:36]=[CH:37][C:31]([C:29]3[NH:28][N:27]=[C:26]([C:25]([F:39])([F:38])[F:24])[N:30]=3)=[CH:32][CH:33]=2)=[O:18])[C:13](=[O:15])[CH:14]=1. (6) Given the reactants FC(F)(F)C(O)=O.O1C2C=CC(C(CC3ON=C(CCCC4C=CC5CCCNC=5N=4)N=3)CC(O)=O)=CC=2OC1.Cl.[Cl:42][C:43]1[CH:48]=[CH:47][C:46]([C:49]2[S:50][C:51]([CH:54]([CH2:59][C:60]3[O:64]N=C(CCCC4C=CC5CCCNC=5N=4)N=3)[CH2:55][C:56]([OH:58])=[O:57])=[CH:52][N:53]=2)=[CH:45][CH:44]=1, predict the reaction product. The product is: [Cl:42][C:43]1[CH:44]=[CH:45][C:46]([C:49]2[S:50][C:51]([CH:54]3[CH2:55][C:56](=[O:58])[O:57][C:60](=[O:64])[CH2:59]3)=[CH:52][N:53]=2)=[CH:47][CH:48]=1.[Cl:42][C:43]1[CH:44]=[CH:45][C:46]([C:49]2[S:50][C:51]([CH:54]3[CH2:55][C:56](=[O:58])[O:57][C:60](=[O:64])[CH2:59]3)=[CH:52][N:53]=2)=[CH:47][CH:48]=1. (7) Given the reactants [F:1][C@@H:2]1[C@H:6]([OH:7])[C@@H:5]([CH2:8][OH:9])[O:4][C@H:3]1[N:10]1[C:19]2[N:18]=[CH:17][N:16]=[C:14]([NH2:15])[C:13]=2[N:12]=[CH:11]1.[CH3:20][C:21]([Si:24](Cl)([CH3:26])[CH3:25])([CH3:23])[CH3:22].[C:28](Cl)([C:45]1[CH:50]=[CH:49][CH:48]=[CH:47][CH:46]=1)([C:37]1[CH:44]=[CH:43][C:40]([O:41][CH3:42])=[CH:39][CH:38]=1)[C:29]1[CH:36]=[CH:35][C:32]([O:33][CH3:34])=[CH:31][CH:30]=1, predict the reaction product. The product is: [CH3:34][O:33][C:32]1[CH:35]=[CH:36][C:29]([C:28]([C@@:6]2([OH:7])[C@@H:5]([CH2:8][O:9][Si:24]([C:21]([CH3:23])([CH3:22])[CH3:20])([CH3:26])[CH3:25])[O:4][C@@H:3]([N:10]3[C:19]4[N:18]=[CH:17][N:16]=[C:14]([NH:15][C:28]([C:45]5[CH:50]=[CH:49][CH:48]=[CH:47][CH:46]=5)([C:37]5[CH:44]=[CH:43][C:40]([O:41][CH3:42])=[CH:39][CH:38]=5)[C:29]5[CH:30]=[CH:31][C:32]([O:33][CH3:34])=[CH:35][CH:36]=5)[C:13]=4[N:12]=[CH:11]3)[C@@H:2]2[F:1])([C:45]2[CH:50]=[CH:49][CH:48]=[CH:47][CH:46]=2)[C:37]2[CH:44]=[CH:43][C:40]([O:41][CH3:42])=[CH:39][CH:38]=2)=[CH:30][CH:31]=1. (8) The product is: [OH:19][C@H:14]([C:13]([CH3:20])([CH3:21])[C:12](=[O:22])[C@H:11]([CH3:23])[C@@H:10]([OH:24])[C@@H:9]([CH3:25])[C:8](=[O:26])[CH2:7][CH2:6][C@@:5]1([CH3:27])[O:28][C@H:4]1[CH2:3][C@H:2]([NH:1][CH3:40])/[C:29](/[CH3:37])=[CH:30]/[C:31]1[N:32]=[C:33]([CH3:36])[S:34][CH:35]=1)[CH2:15][C:16]([OH:18])=[O:17]. Given the reactants [NH2:1][C@H:2](/[C:29](/[CH3:37])=[CH:30]/[C:31]1[N:32]=[C:33]([CH3:36])[S:34][CH:35]=1)[CH2:3][C@@H:4]1[O:28][C@:5]1([CH3:27])[CH2:6][CH2:7][C:8](=[O:26])[C@H:9]([CH3:25])[C@H:10]([OH:24])[C@@H:11]([CH3:23])[C:12](=[O:22])[C:13]([CH3:21])([CH3:20])[C@@H:14]([OH:19])[CH2:15][C:16]([OH:18])=[O:17].C=O.[C:40]([BH3-])#N.[Na+].Cl, predict the reaction product.